This data is from Catalyst prediction with 721,799 reactions and 888 catalyst types from USPTO. The task is: Predict which catalyst facilitates the given reaction. (1) Reactant: C[Al](C)C.[NH2:5][C:6]1[CH:13]=[CH:12][C:9]([C:10]#[N:11])=[CH:8][CH:7]=1.[F:14][C:15]1[CH:20]=[C:19]([F:21])[CH:18]=[CH:17][C:16]=1[C@@:22]([OH:52])([CH2:46][N:47]1[CH:51]=[N:50][CH:49]=[N:48]1)[C@H:23]([S:25][C@@H:26]1[CH2:31][O:30][C@@H:29]([C:32]2[CH:33]=[C:34]3[C:39](=[CH:40][CH:41]=2)[CH:38]=[C:37]([C:42](OC)=[O:43])[CH:36]=[CH:35]3)[O:28][CH2:27]1)[CH3:24].C(C(C(C([O-])=O)O)O)([O-])=O.[Na+].[K+]. Product: [C:10]([C:9]1[CH:12]=[CH:13][C:6]([NH:5][C:42]([C:37]2[CH:36]=[CH:35][C:34]3[C:39](=[CH:40][CH:41]=[C:32]([C@H:29]4[O:28][CH2:27][C@H:26]([S:25][C@H:23]([CH3:24])[C@:22]([C:16]5[CH:17]=[CH:18][C:19]([F:21])=[CH:20][C:15]=5[F:14])([OH:52])[CH2:46][N:47]5[CH:51]=[N:50][CH:49]=[N:48]5)[CH2:31][O:30]4)[CH:33]=3)[CH:38]=2)=[O:43])=[CH:7][CH:8]=1)#[N:11]. The catalyst class is: 93. (2) Product: [NH2:1][C:2]1[O:3][CH2:4][C@:5]2([C:15]3[C:10](=[CH:11][CH:12]=[C:13]([C:23]4[CH:24]=[N:25][CH:26]=[C:21]([Cl:20])[CH:22]=4)[CH:14]=3)[CH2:9][C@:8]([CH2:18][OH:19])([CH3:17])[CH2:7]2)[N:6]=1. The catalyst class is: 203. Reactant: [NH2:1][C:2]1[O:3][CH2:4][C:5]2([C:15]3[C:10](=[CH:11][CH:12]=[C:13](Br)[CH:14]=3)[CH2:9][C:8]([CH2:18][OH:19])([CH3:17])[CH2:7]2)[N:6]=1.[Cl:20][C:21]1[CH:22]=[C:23](B(O)O)[CH:24]=[N:25][CH:26]=1.C([O-])([O-])=O.[Na+].[Na+]. (3) Reactant: [CH3:1][O:2][C:3]([C:5]1[S:6][C:7]([CH:14](OCC)[O:15]CC)=[CH:8][C:9]=1[C:10]([F:13])([F:12])[F:11])=[O:4].C(O)=O. Product: [CH3:1][O:2][C:3]([C:5]1[S:6][C:7]([CH:14]=[O:15])=[CH:8][C:9]=1[C:10]([F:11])([F:12])[F:13])=[O:4]. The catalyst class is: 12. (4) Reactant: [N:1]12[CH2:8][CH2:7][CH:4]([CH2:5][CH2:6]1)[C@@H:3]([NH:9][C:10]([C:12]1[O:13][C:14](Br)=[CH:15][CH:16]=1)=[O:11])[CH2:2]2.[F:18][C:19]([F:30])([F:29])[C:20]1[CH:21]=[C:22](B(O)O)[CH:23]=[CH:24][CH:25]=1.C(=O)([O-])[O-].[Na+].[Na+]. Product: [N:1]12[CH2:8][CH2:7][CH:4]([CH2:5][CH2:6]1)[C@@H:3]([NH:9][C:10]([C:12]1[O:13][C:14]([C:24]3[CH:23]=[CH:22][CH:21]=[C:20]([C:19]([F:30])([F:29])[F:18])[CH:25]=3)=[CH:15][CH:16]=1)=[O:11])[CH2:2]2. The catalyst class is: 108. (5) Product: [CH2:3]([N:6]1[CH2:11][CH2:10][NH:9][C:7]1=[O:8])[CH:4]=[CH2:5]. Reactant: [H-].[Na+].[CH2:3]([NH:6][C:7]([NH:9][CH2:10][CH2:11]Cl)=[O:8])[CH:4]=[CH2:5]. The catalyst class is: 49.